From a dataset of Forward reaction prediction with 1.9M reactions from USPTO patents (1976-2016). Predict the product of the given reaction. (1) Given the reactants Cl.[NH2:2][C:3]1[N:10]=[C:9]([C:11]2[C:16]([OH:17])=[CH:15][CH:14]=[CH:13][C:12]=2[O:18][CH2:19][C:20]2[CH:25]=[CH:24][CH:23]=[CH:22][CH:21]=2)[CH:8]=[C:7]([CH:26]2[CH2:31][CH2:30][CH2:29][NH:28][CH2:27]2)[C:4]=1[CH:5]=O.[BH3-]C#N.[Na+], predict the reaction product. The product is: [NH2:2][C:3]1[N:10]=[C:9]([C:11]2[C:12]([O:18][CH2:19][C:20]3[CH:21]=[CH:22][CH:23]=[CH:24][CH:25]=3)=[CH:13][CH:14]=[CH:15][C:16]=2[OH:17])[CH:8]=[C:7]2[C:4]=1[CH2:5][N:28]1[CH2:27][CH:26]2[CH2:31][CH2:30][CH2:29]1. (2) The product is: [Cl:52][C:53]1[CH:58]=[CH:57][C:56]([S:59]([NH:8][C@H:9]([C:32]([OH:34])=[O:33])[CH2:10][CH2:11][CH2:12][CH2:13][NH:14][C:15]([O:17][CH2:18][CH:19]2[C:20]3[CH:21]=[CH:22][CH:23]=[CH:24][C:25]=3[C:26]3[C:31]2=[CH:30][CH:29]=[CH:28][CH:27]=3)=[O:16])(=[O:61])=[O:60])=[CH:55][CH:54]=1. Given the reactants C(OC([NH:8][C@H:9]([C:32]([OH:34])=[O:33])[CH2:10][CH2:11][CH2:12][CH2:13][NH:14][C:15]([O:17][CH2:18][CH:19]1[C:31]2[CH:30]=[CH:29][CH:28]=[CH:27][C:26]=2[C:25]2[C:20]1=[CH:21][CH:22]=[CH:23][CH:24]=2)=[O:16])=O)(C)(C)C.C(O)(C(F)(F)F)=O.C(Cl)Cl.FC(F)(F)C([O-])=O.[Cl:52][C:53]1[CH:58]=[CH:57][C:56]([S:59](Cl)(=[O:61])=[O:60])=[CH:55][CH:54]=1, predict the reaction product. (3) Given the reactants N[C:2]1[CH:19]=[C:18]([C:20]([F:23])([F:22])[F:21])[C:5]2[N:6]([C:10]3[CH:15]=[CH:14][C:13]([Cl:16])=[CH:12][C:11]=3[Cl:17])[C:7](=[O:9])[NH:8][C:4]=2[CH:3]=1.[C:24]([Cu])#[N:25].N(OC(C)(C)C)=O, predict the reaction product. The product is: [Cl:17][C:11]1[CH:12]=[C:13]([Cl:16])[CH:14]=[CH:15][C:10]=1[N:6]1[C:5]2[C:18]([C:20]([F:23])([F:21])[F:22])=[CH:19][C:2]([C:24]#[N:25])=[CH:3][C:4]=2[NH:8][C:7]1=[O:9].